From a dataset of Reaction yield outcomes from USPTO patents with 853,638 reactions. Predict the reaction yield, written as a fraction of the theoretical maximum amount of product (1.0 means a 100% yield; for example, 0.34 means a 34% yield). (1) The reactants are [C:1]1([CH:7]2O[C:8]2([C:13]2[CH:18]=[CH:17][N:16]=[CH:15][CH:14]=2)[C:9](=O)[CH3:10])[CH:6]=[CH:5][CH:4]=[CH:3][CH:2]=1.[NH2:19][NH2:20]. The catalyst is C(O)C. The product is [CH3:10][C:9]1[C:8]([C:13]2[CH:18]=[CH:17][N:16]=[CH:15][CH:14]=2)=[C:7]([C:1]2[CH:6]=[CH:5][CH:4]=[CH:3][CH:2]=2)[NH:20][N:19]=1. The yield is 0.350. (2) The reactants are [CH:1]1([C:4]2[CH:11]=[CH:10][C:9]([CH2:12][O:13][CH3:14])=[CH:8][C:5]=2[C:6]#[N:7])[CH2:3][CH2:2]1.[H-].[H-].[H-].[H-].[Li+].[Al+3]. The catalyst is C1COCC1. The product is [CH:1]1([C:4]2[CH:11]=[CH:10][C:9]([CH2:12][O:13][CH3:14])=[CH:8][C:5]=2[CH2:6][NH2:7])[CH2:2][CH2:3]1. The yield is 0.920. (3) The reactants are CO[CH:3](OC)[N:4]([CH3:6])[CH3:5].[CH3:9][O:10][C:11]([O:15][CH3:16])(C)[CH:12]=[O:13].[CH2:17](O)C(C)C. No catalyst specified. The product is [CH3:5][N:4]([CH3:6])/[CH:3]=[CH:17]/[C:12](=[O:13])[CH:11]([O:15][CH3:16])[O:10][CH3:9]. The yield is 0.480. (4) The reactants are [Cl:1][C:2]1[CH:7]=[CH:6][C:5]([C:8]2([CH2:21][CH2:22][OH:23])[CH2:13][CH2:12][N:11]([C:14]([O:16][C:17]([CH3:20])([CH3:19])[CH3:18])=[O:15])[CH2:10][CH2:9]2)=[CH:4][CH:3]=1.CCN(C(C)C)C(C)C.ClCCl.[O:36](S(C)(=O)=O)[S:37]([CH3:40])(=O)=[O:38].N#N. No catalyst specified. The product is [Cl:1][C:2]1[CH:3]=[CH:4][C:5]([C:8]2([CH2:21][CH2:22][O:23][S:37]([CH3:40])(=[O:38])=[O:36])[CH2:9][CH2:10][N:11]([C:14]([O:16][C:17]([CH3:18])([CH3:19])[CH3:20])=[O:15])[CH2:12][CH2:13]2)=[CH:6][CH:7]=1. The yield is 0.670. (5) The reactants are [NH2:1][C:2]1[C:11]2[C:6](=[CH:7][CH:8]=[CH:9][CH:10]=2)[CH:5]=[CH:4][C:3]=1[C:12]([OH:21])([C:17]([F:20])([F:19])[F:18])[C:13]([F:16])([F:15])[F:14].[C:22]1([C:28]2[CH:36]=[CH:35][C:31]([C:32](Cl)=[O:33])=[CH:30][CH:29]=2)[CH:27]=[CH:26][CH:25]=[CH:24][CH:23]=1. No catalyst specified. The product is [F:20][C:17]([F:18])([F:19])[C:12]([C:3]1[CH:4]=[CH:5][C:6]2[C:11](=[CH:10][CH:9]=[CH:8][CH:7]=2)[C:2]=1[NH:1][C:32]([C:31]1[CH:35]=[CH:36][C:28]([C:22]2[CH:23]=[CH:24][CH:25]=[CH:26][CH:27]=2)=[CH:29][CH:30]=1)=[O:33])([OH:21])[C:13]([F:14])([F:15])[F:16]. The yield is 0.0600. (6) The reactants are Cl.[C:2]([N:6]1[CH:14]=[C:13]2[C:8]([C:9](=[O:20])[NH:10][C:11]3([CH2:19][CH2:18][NH:17][CH2:16][CH2:15]3)[CH2:12]2)=[N:7]1)([CH3:5])([CH3:4])[CH3:3].[CH3:21][O:22][C:23]1[CH:24]=[C:25]([C:38](O)=[O:39])[CH:26]=[C:27]2[C:31]=1[N:30](C1CCCCO1)[N:29]=[CH:28]2.C(N(CC)CC)C.CCCP1(OP(CCC)(=O)OP(CCC)(=O)O1)=O.Cl. The catalyst is CN(C)C=O.O. The product is [C:2]([N:6]1[CH:14]=[C:13]2[C:8]([C:9](=[O:20])[NH:10][C:11]3([CH2:19][CH2:18][N:17]([C:38]([C:25]4[CH:26]=[C:27]5[C:31](=[C:23]([O:22][CH3:21])[CH:24]=4)[NH:30][N:29]=[CH:28]5)=[O:39])[CH2:16][CH2:15]3)[CH2:12]2)=[N:7]1)([CH3:5])([CH3:3])[CH3:4]. The yield is 0.100. (7) The reactants are [C:1]([O:5][C:6]([N:8]1[CH2:12][CH2:11][CH:10]([OH:13])[CH:9]1[CH2:14][C:15]1[C:23]2[C:18](=[N:19][CH:20]=[CH:21][CH:22]=2)[NH:17][CH:16]=1)=[O:7])([CH3:4])([CH3:3])[CH3:2].[CH3:24][C:25](OC(C)=O)=[O:26]. The catalyst is C(Cl)Cl.CN(C1C=CN=CC=1)C. The product is [C:1]([O:5][C:6]([N:8]1[CH2:12][CH2:11][CH:10]([O:13][C:25](=[O:26])[CH3:24])[CH:9]1[CH2:14][C:15]1[C:23]2[C:18](=[N:19][CH:20]=[CH:21][CH:22]=2)[NH:17][CH:16]=1)=[O:7])([CH3:4])([CH3:2])[CH3:3]. The yield is 0.980.